This data is from Reaction yield outcomes from USPTO patents with 853,638 reactions. The task is: Predict the reaction yield, written as a fraction of the theoretical maximum amount of product (1.0 means a 100% yield; for example, 0.34 means a 34% yield). (1) The reactants are [CH2:1]([C:3]1[C:12]([C:13]2[S:17][C:16]([C:18]3[CH:19]=[CH:20][C:21]([O:26][CH:27]([CH3:29])[CH3:28])=[C:22]([CH:25]=3)[C:23]#[N:24])=[N:15][CH:14]=2)=[CH:11][CH:10]=[C:9]2[C:4]=1[CH2:5][CH2:6][N:7]=[CH:8]2)[CH3:2].[BH4-].[Na+]. The catalyst is CCO. The product is [CH2:1]([C:3]1[C:12]([C:13]2[S:17][C:16]([C:18]3[CH:19]=[CH:20][C:21]([O:26][CH:27]([CH3:28])[CH3:29])=[C:22]([CH:25]=3)[C:23]#[N:24])=[N:15][CH:14]=2)=[CH:11][CH:10]=[C:9]2[C:4]=1[CH2:5][CH2:6][NH:7][CH2:8]2)[CH3:2]. The yield is 0.400. (2) The reactants are FC(F)(F)C(O)=O.FC(F)(F)C1C=CC(N2[C@@H](C3C=CC=C(OC(F)(F)F)C=3)C=C(N[C@@H](C3C=CC(Cl)=CC=3)C)C2=O)=CC=1.[F:45][C:46]([F:72])([F:71])[O:47][C:48]1[CH:49]=[C:50]([C@@H:54]2[N:58]([C:59]3[CH:64]=[CH:63][C:62]([C:65]([F:68])([F:67])[F:66])=[CH:61][CH:60]=3)[C:57](=[O:69])[C:56](=O)[CH2:55]2)[CH:51]=[CH:52][CH:53]=1.[CH3:73][C:74]([NH2:86])([C:76]1[CH:81]=[CH:80][N:79]=[C:78]([C:82]([F:85])([F:84])[F:83])[N:77]=1)[CH3:75]. The catalyst is C(O)(=O)C.O.C1(C)C=CC=CC=1. The product is [CH3:75][C:74]([NH:86][C:56]1[C:57](=[O:69])[N:58]([C:59]2[CH:64]=[CH:63][C:62]([C:65]([F:66])([F:68])[F:67])=[CH:61][CH:60]=2)[C@@H:54]([C:50]2[CH:51]=[CH:52][CH:53]=[C:48]([O:47][C:46]([F:72])([F:45])[F:71])[CH:49]=2)[CH:55]=1)([C:76]1[CH:81]=[CH:80][N:79]=[C:78]([C:82]([F:83])([F:85])[F:84])[N:77]=1)[CH3:73]. The yield is 0.650. (3) The reactants are [OH:1][C:2]1[CH:10]=[CH:9][C:8]([C:11]2[N:12]([C:27]([O:29][C:30]([CH3:33])([CH3:32])[CH3:31])=[O:28])[C:13]3[C:18]([CH:19]=2)=[CH:17][C:16]([CH2:20][N:21]2[CH2:26][CH2:25][CH2:24][CH2:23][CH2:22]2)=[CH:15][CH:14]=3)=[C:7]2[C:3]=1[CH2:4][NH:5][C:6]2=[O:34].C(N(CC)CC)C.[Cl:42][C:43]1[CH:48]=[C:47]([Cl:49])[CH:46]=[CH:45][C:44]=1[S:50](Cl)(=[O:52])=[O:51]. The catalyst is C(#N)C. The product is [Cl:42][C:43]1[CH:48]=[C:47]([Cl:49])[CH:46]=[CH:45][C:44]=1[S:50]([O:1][C:2]1[CH:10]=[CH:9][C:8]([C:11]2[N:12]([C:27]([O:29][C:30]([CH3:31])([CH3:33])[CH3:32])=[O:28])[C:13]3[C:18]([CH:19]=2)=[CH:17][C:16]([CH2:20][N:21]2[CH2:26][CH2:25][CH2:24][CH2:23][CH2:22]2)=[CH:15][CH:14]=3)=[C:7]2[C:3]=1[CH2:4][NH:5][C:6]2=[O:34])(=[O:52])=[O:51]. The yield is 0.550.